From a dataset of Full USPTO retrosynthesis dataset with 1.9M reactions from patents (1976-2016). Predict the reactants needed to synthesize the given product. (1) Given the product [NH2:1][CH2:4][C:5]1[CH:6]=[CH:7][C:8]([Cl:18])=[C:9]([S:11]([NH:14][CH:15]2[CH2:17][CH2:16]2)(=[O:13])=[O:12])[CH:10]=1, predict the reactants needed to synthesize it. The reactants are: [N:1]([CH2:4][C:5]1[CH:6]=[CH:7][C:8]([Cl:18])=[C:9]([S:11]([NH:14][CH:15]2[CH2:17][CH2:16]2)(=[O:13])=[O:12])[CH:10]=1)=[N+]=[N-].C1(P(C2C=CC=CC=2)C2C=CC=CC=2)C=CC=CC=1.O. (2) Given the product [F:56][C:53]1[CH:54]=[CH:55][C:50]([CH2:49][C:46]2[N:45]=[C:44]([CH2:43][N:7]([CH2:8][C:9]3[CH:14]=[CH:13][C:12]([S:15][C:16]([CH3:25])([CH3:24])[C:17]([O:19][C:20]([CH3:23])([CH3:22])[CH3:21])=[O:18])=[CH:11][CH:10]=3)[CH2:6][C:2]3[O:1][CH:5]=[CH:4][CH:3]=3)[O:48][N:47]=2)=[CH:51][CH:52]=1, predict the reactants needed to synthesize it. The reactants are: [O:1]1[CH:5]=[CH:4][CH:3]=[C:2]1[CH2:6][NH:7][CH2:8][C:9]1[CH:14]=[CH:13][C:12]([S:15][C:16]([CH3:25])([CH3:24])[C:17]([O:19][C:20]([CH3:23])([CH3:22])[CH3:21])=[O:18])=[CH:11][CH:10]=1.C(N(CC)CC)C.C(N(CC)C(C)C)(C)C.Cl[CH2:43][C:44]1[O:48][N:47]=[C:46]([CH2:49][C:50]2[CH:55]=[CH:54][C:53]([F:56])=[CH:52][CH:51]=2)[N:45]=1. (3) Given the product [N+:1]([C:4]1[CH:12]=[CH:11][C:7]([CH2:8][C:19]([N:13]2[CH2:17][CH2:16][CH2:15][CH2:14]2)=[O:18])=[CH:6][CH:5]=1)([O-:3])=[O:2], predict the reactants needed to synthesize it. The reactants are: [N+:1]([C:4]1[CH:12]=[CH:11][C:7]([C:8](O)=O)=[CH:6][CH:5]=1)([O-:3])=[O:2].[NH:13]1[CH2:17][CH2:16][CH2:15][CH2:14]1.[OH:18][C:19]1C2N=NNC=2C=CC=1.CNC(N=C=NCC)CCNC.C(NC(C)C)(C)C. (4) Given the product [N:33]1([C:30]2[CH:31]=[CH:32][C:9]([NH:8][C:6]([C:5]3[CH:4]=[C:3]([CH:41]=[CH:40][CH:39]=3)[CH2:2][S:42][C:43]3[CH:44]=[C:45]([CH:49]=[CH:50][CH:51]=3)[C:46]([OH:48])=[O:47])=[O:7])=[C:10]([C:11](=[O:12])[NH:13][C:14]3[CH:18]=[CH:17][N:16]([C:19]4[CH:24]=[CH:23][CH:22]=[C:21]([C:25]([F:28])([F:27])[F:26])[CH:20]=4)[N:15]=3)[CH:29]=2)[CH2:38][CH2:37][CH2:36][CH2:35][CH2:34]1, predict the reactants needed to synthesize it. The reactants are: Cl[CH2:2][C:3]1[CH:4]=[C:5]([CH:39]=[CH:40][CH:41]=1)[C:6]([NH:8][C:9]1[CH:32]=[CH:31][C:30]([N:33]2[CH2:38][CH2:37][CH2:36][CH2:35][CH2:34]2)=[CH:29][C:10]=1[C:11]([NH:13][C:14]1[CH:18]=[CH:17][N:16]([C:19]2[CH:24]=[CH:23][CH:22]=[C:21]([C:25]([F:28])([F:27])[F:26])[CH:20]=2)[N:15]=1)=[O:12])=[O:7].[SH:42][C:43]1[CH:44]=[C:45]([CH:49]=[CH:50][CH:51]=1)[C:46]([OH:48])=[O:47].C(N(CC)C(C)C)(C)C. (5) Given the product [Br:20][CH:1]([C:3]1[N:12]([CH3:13])[C:11](=[O:14])[C:10]2[C:5](=[CH:6][CH:7]=[CH:8][CH:9]=2)[N:4]=1)[CH3:2], predict the reactants needed to synthesize it. The reactants are: [CH2:1]([C:3]1[N:12]([CH3:13])[C:11](=[O:14])[C:10]2[C:5](=[CH:6][CH:7]=[CH:8][CH:9]=2)[N:4]=1)[CH3:2].C([O-])(=O)C.[Na+].[Br:20]Br. (6) Given the product [C:14]1([C@@H:13]2[C@H:8]([C:7]([F:18])([F:17])[F:6])[CH2:9][CH2:10][N:11]([C:2](=[O:1])[CH2:3][C:4]#[N:5])[CH2:12]2)[N:34]2[C:29]3[CH:31]=[CH:32][NH:33][C:28]=3[N:27]=[CH:79][C:78]2=[CH:76][N:77]=1.[C:14]1([C@H:13]2[C@@H:8]([C:7]([F:18])([F:17])[F:6])[CH2:9][CH2:10][N:11]([C:2](=[O:1])[CH2:3][C:4]#[N:5])[CH2:12]2)[N:34]2[C:29]3[CH:31]=[CH:32][NH:33][C:28]=3[N:27]=[CH:79][C:78]2=[CH:76][N:77]=1, predict the reactants needed to synthesize it. The reactants are: [O:1]=[CH:2][CH2:3][C:4]#[N:5].[F:6][C:7]([F:18])([F:17])[C:8]1[C:13]([C:14](O)=O)=[CH:12][N:11]=[CH:10][CH:9]=1.CN(C(O[N:27]1N=[N:34][C:29]2C=[CH:31][CH:32]=[N:33][C:28]1=2)=[N+](C)C)C.F[P-](F)(F)(F)(F)F.CCN(C(C)C)C(C)C.COC1C=CC(P2(SP(C3C=CC(OC)=CC=3)(=S)S2)=S)=CC=1.[OH-].[Na+].[C:76]([CH2:78][C:79](O)=O)#[N:77]. (7) Given the product [Cl:46][C:43]1[S:42][C:41]([CH2:40][N:33]2[C:34]3[C:39](=[CH:38][CH:37]=[CH:36][CH:35]=3)[C:31]3([C:29]4[CH:30]=[C:25]([C:6]5[CH:7]=[N:8][C:3]([O:2][CH3:1])=[CH:4][CH:5]=5)[CH:26]=[CH:27][C:28]=4[O:49][CH2:48]3)[C:32]2=[O:47])=[CH:45][CH:44]=1, predict the reactants needed to synthesize it. The reactants are: [CH3:1][O:2][C:3]1[N:8]=[CH:7][C:6](B(O)O)=[CH:5][CH:4]=1.CN(C)C1N=CC(B(O)O)=CC=1.Br[C:25]1[CH:26]=[CH:27][C:28]2[O:49][CH2:48][C:31]3([C:39]4[C:34](=[CH:35][CH:36]=[CH:37][CH:38]=4)[N:33]([CH2:40][C:41]4[S:42][C:43]([Cl:46])=[CH:44][CH:45]=4)[C:32]3=[O:47])[C:29]=2[CH:30]=1.BrC1C=CC=C2C=1C1(C3=CC4OCOC=4C=C3OC1)C(=O)N2CC1SC(Cl)=CC=1.